From a dataset of Full USPTO retrosynthesis dataset with 1.9M reactions from patents (1976-2016). Predict the reactants needed to synthesize the given product. (1) Given the product [NH2:3][C:4]1[C:9]([C:10]2[O:14][N:13]=[C:12]([CH2:15][C:16]3[CH:21]=[CH:20][C:19]([O:22][CH2:27][C:28]4[CH:29]=[C:30]([CH:33]=[CH:34][CH:35]=4)[C:31]#[N:32])=[CH:18][CH:17]=3)[CH:11]=2)=[CH:8][CH:7]=[C:6]([NH2:23])[N:5]=1, predict the reactants needed to synthesize it. The reactants are: CO.[NH2:3][C:4]1[C:9]([C:10]2[O:14][N:13]=[C:12]([CH2:15][C:16]3[CH:21]=[CH:20][C:19]([OH:22])=[CH:18][CH:17]=3)[CH:11]=2)=[CH:8][CH:7]=[C:6]([NH2:23])[N:5]=1.[OH-].[Na+].Br[CH2:27][C:28]1[CH:29]=[C:30]([CH:33]=[CH:34][CH:35]=1)[C:31]#[N:32]. (2) Given the product [C:1]12([NH:11][CH2:17][C:16]3[CH:19]=[CH:20][CH:21]=[CH:22][C:15]=3[N+:12]([O-:14])=[O:13])[CH2:8][CH:7]3[CH2:6][CH:5]([CH2:4][CH:3]([CH2:9]3)[CH2:2]1)[CH2:10]2, predict the reactants needed to synthesize it. The reactants are: [C:1]12([NH2:11])[CH2:10][CH:5]3[CH2:6][CH:7]([CH2:9][CH:3]([CH2:4]3)[CH2:2]1)[CH2:8]2.[N+:12]([C:15]1[CH:22]=[CH:21][CH:20]=[CH:19][C:16]=1[CH:17]=O)([O-:14])=[O:13]. (3) Given the product [Br:1][C:16]1[C:17]([CH2:24][OH:25])=[CH:18][C:19]2[O:23][CH2:22][CH2:21][C:20]=2[C:15]=1[O:14][CH2:13][CH2:12][CH2:11][O:10][CH3:9].[Br:1][C:18]1[C:19]2[O:23][CH2:22][CH2:21][C:20]=2[C:15]([O:14][CH2:13][CH2:12][CH2:11][O:10][CH3:9])=[CH:16][C:17]=1[CH2:24][OH:25], predict the reactants needed to synthesize it. The reactants are: [Br:1]N1C(=O)CCC1=O.[CH3:9][O:10][CH2:11][CH2:12][CH2:13][O:14][C:15]1[C:20]2[CH2:21][CH2:22][O:23][C:19]=2[CH:18]=[C:17]([CH2:24][OH:25])[CH:16]=1. (4) Given the product [C:24]([O:32][CH2:33][C@@H:34]1[C@@H:38]([F:39])[C@:37]([OH:41])([CH3:40])[C@H:36]([O:42][CH3:43])[O:35]1)(=[O:31])[C:25]1[CH:26]=[CH:27][CH:28]=[CH:29][CH:30]=1, predict the reactants needed to synthesize it. The reactants are: C[Mg]Br.C(OC[C@@H]1[C@@H](F)C(=O)[C@H](OC)O1)(=O)C1C=CC=CC=1.O.[C:24]([O:32][CH2:33][C@@H:34]1[C@@H:38]([F:39])[C@@:37]([OH:41])([CH3:40])[C@H:36]([O:42][CH3:43])[O:35]1)(=[O:31])[C:25]1[CH:30]=[CH:29][CH:28]=[CH:27][CH:26]=1.